The task is: Regression/Classification. Given a drug SMILES string, predict its toxicity properties. Task type varies by dataset: regression for continuous values (e.g., LD50, hERG inhibition percentage) or binary classification for toxic/non-toxic outcomes (e.g., AMES mutagenicity, cardiotoxicity, hepatotoxicity). Dataset: herg_karim.. This data is from hERG potassium channel inhibition data for cardiac toxicity prediction from Karim et al.. (1) The compound is C[C@H](CO)OC[C@H](Oc1ncnc2c1cnn2-c1ncccc1Cl)C(=O)Nc1ccc(Cl)cn1. The result is 0 (non-blocker). (2) The compound is Fc1ccc2c(C3CNCC[C@H]3F)c(-c3cccnc3)[nH]c2c1. The result is 1 (blocker). (3) The result is 0 (non-blocker). The molecule is CC(C)(N)c1nc(-c2ccc(Cl)cc2)c[nH]1.